From a dataset of Full USPTO retrosynthesis dataset with 1.9M reactions from patents (1976-2016). Predict the reactants needed to synthesize the given product. Given the product [CH:33]1([CH2:32][O:31][C:22]2[CH:23]=[CH:24][C:25]([C:27]([F:30])([F:29])[F:28])=[CH:26][C:21]=2[C:20]2[C:15]3[NH:14][C:13]([CH3:36])=[C:12]([C:10]([NH:9][C@H:6]4[CH2:7][CH2:8][C@H:3]([NH:2][C:40](=[O:41])[CH2:39][O:38][CH3:37])[CH2:4][CH2:5]4)=[O:11])[C:16]=3[N:17]=[CH:18][N:19]=2)[CH2:34][CH2:35]1, predict the reactants needed to synthesize it. The reactants are: Cl.[NH2:2][C@H:3]1[CH2:8][CH2:7][C@H:6]([NH:9][C:10]([C:12]2[C:16]3[N:17]=[CH:18][N:19]=[C:20]([C:21]4[CH:26]=[C:25]([C:27]([F:30])([F:29])[F:28])[CH:24]=[CH:23][C:22]=4[O:31][CH2:32][CH:33]4[CH2:35][CH2:34]4)[C:15]=3[NH:14][C:13]=2[CH3:36])=[O:11])[CH2:5][CH2:4]1.[CH3:37][O:38][CH2:39][C:40](Cl)=[O:41].